From a dataset of Full USPTO retrosynthesis dataset with 1.9M reactions from patents (1976-2016). Predict the reactants needed to synthesize the given product. (1) Given the product [CH2:5]([N:6]1[C:10]([C:11]2[CH:12]=[CH:13][N:14]=[CH:15][CH:16]=2)=[C:9]([C:17]2[O:19][N:27]=[C:26]([C:28]3[CH:33]=[CH:32][C:31]([CH2:34][OH:35])=[CH:30][CH:29]=3)[N:25]=2)[CH:8]=[N:7]1)[C:4]([CH3:3])([CH3:22])[CH3:23], predict the reactants needed to synthesize it. The reactants are: [H-].[Na+].[CH3:3][C:4]([CH3:23])([CH3:22])[CH2:5][N:6]1[C:10]([C:11]2[CH:16]=[CH:15][N:14]=[CH:13][CH:12]=2)=[C:9]([C:17]([O:19]CC)=O)[CH:8]=[N:7]1.O[N:25]=[C:26]([C:28]1[CH:33]=[CH:32][C:31]([CH2:34][OH:35])=[CH:30][CH:29]=1)[NH2:27].O. (2) Given the product [CH:17]1([N:12]2[CH2:11][C:10]3([CH2:9][CH2:8][N:7]([CH:6]([C:22]4[CH:27]=[CH:26][C:25]([C:38]5[CH:47]=[C:46]6[C:41]([CH:42]=[CH:43][CH:44]=[N:45]6)=[CH:40][CH:39]=5)=[CH:24][C:23]=4[F:29])[CH2:5][OH:4])[CH2:21][CH2:20]3)[O:15][CH2:14][C:13]2=[O:16])[CH2:18][CH2:19]1, predict the reactants needed to synthesize it. The reactants are: C([O:4][CH2:5][CH:6]([C:22]1[CH:27]=[CH:26][C:25](Br)=[CH:24][C:23]=1[F:29])[N:7]1[CH2:21][CH2:20][C:10]2([O:15][CH2:14][C:13](=[O:16])[N:12]([CH:17]3[CH2:19][CH2:18]3)[CH2:11]2)[CH2:9][CH2:8]1)(=O)C.CC1(C)C(C)(C)OB([C:38]2[CH:47]=[C:46]3[C:41]([CH:42]=[CH:43][CH:44]=[N:45]3)=[CH:40][CH:39]=2)O1.C(=O)([O-])[O-].[K+].[K+]. (3) Given the product [CH3:19][O:18][CH:16]1[CH2:17][N:14]([C:12]([C:9]2[CH:10]=[C:11]3[C:6](=[CH:7][CH:8]=2)[CH:5]=[N:4][CH:3]=[C:2]3[C:27]2[CH:28]=[C:29]3[C:24]([CH2:23][C:22](=[O:39])[N:21]3[CH3:20])=[CH:25][CH:26]=2)=[O:13])[CH2:15]1, predict the reactants needed to synthesize it. The reactants are: Cl[C:2]1[C:11]2[C:6](=[CH:7][CH:8]=[C:9]([C:12]([N:14]3[CH2:17][CH:16]([O:18][CH3:19])[CH2:15]3)=[O:13])[CH:10]=2)[CH:5]=[N:4][CH:3]=1.[CH3:20][N:21]1[C:29]2[C:24](=[CH:25][CH:26]=[C:27](B3OC(C)(C)C(C)(C)O3)[CH:28]=2)[CH2:23][C:22]1=[O:39].CC([O-])=O.[K+].O.